This data is from Full USPTO retrosynthesis dataset with 1.9M reactions from patents (1976-2016). The task is: Predict the reactants needed to synthesize the given product. (1) Given the product [Br:28][C:9]1[CH:10]=[C:11]([C:18]([F:27])([C:19]([F:20])([F:21])[F:22])[C:23]([F:24])([F:25])[F:26])[CH:12]=[C:13]([C:14]([F:16])([F:17])[F:15])[C:8]=1[NH:7][C:5](=[O:6])[C:4]1[CH:29]=[CH:30][CH:31]=[C:2]([NH:1][CH3:38])[C:3]=1[F:32], predict the reactants needed to synthesize it. The reactants are: [NH2:1][C:2]1[C:3]([F:32])=[C:4]([CH:29]=[CH:30][CH:31]=1)[C:5]([NH:7][C:8]1[C:13]([C:14]([F:17])([F:16])[F:15])=[CH:12][C:11]([C:18]([F:27])([C:23]([F:26])([F:25])[F:24])[C:19]([F:22])([F:21])[F:20])=[CH:10][C:9]=1[Br:28])=[O:6].S(=O)(=O)(O)O.[CH2:38]=O.[OH-].[Na+]. (2) Given the product [Cl:1][C:2]1[C:3]([F:14])=[C:4]2[C:10]([NH2:11])=[CH:9][NH:8][C:5]2=[N:6][CH:7]=1, predict the reactants needed to synthesize it. The reactants are: [Cl:1][C:2]1[C:3]([F:14])=[C:4]2[C:10]([N+:11]([O-])=O)=[CH:9][NH:8][C:5]2=[N:6][CH:7]=1.CC(O)C. (3) The reactants are: [C:1]([CH2:3][C:4]1[C:5]([CH3:15])=[C:6]([N+:12]([O-])=O)[C:7]([CH3:11])=[CH:8][C:9]=1[CH3:10])#[N:2].[Cl-].[NH4+]. Given the product [C:1]([CH2:3][C:4]1[C:5]([CH3:15])=[C:6]([C:7]([CH3:11])=[CH:8][C:9]=1[CH3:10])[NH2:12])#[N:2], predict the reactants needed to synthesize it. (4) Given the product [CH3:1][O:2][C:3]1[CH:12]=[C:11]2[C:6]([CH2:7][CH2:8][CH:9]([N:13]([CH2:14][CH2:15][CH3:16])[CH:17]3[CH2:18][CH2:19][N:20]([C:32]([CH:29]4[CH2:28][CH2:27][N:26]([C:23](=[O:25])[CH3:24])[CH2:31][CH2:30]4)=[O:33])[CH2:21][CH2:22]3)[CH2:10]2)=[CH:5][CH:4]=1, predict the reactants needed to synthesize it. The reactants are: [CH3:1][O:2][C:3]1[CH:12]=[C:11]2[C:6]([CH2:7][CH2:8][CH:9]([N:13]([CH:17]3[CH2:22][CH2:21][NH:20][CH2:19][CH2:18]3)[CH2:14][CH2:15][CH3:16])[CH2:10]2)=[CH:5][CH:4]=1.[C:23]([N:26]1[CH2:31][CH2:30][CH:29]([C:32](O)=[O:33])[CH2:28][CH2:27]1)(=[O:25])[CH3:24].CCN=C=NCCCN(C)C.C1C=CC2N(O)N=NC=2C=1. (5) Given the product [N:29]1([CH2:24][CH2:25][NH:26][C:27]([N:13]2[CH2:14][CH2:15][N:10]3[C:9](=[O:16])[O:8][C:7]([C:1]4[CH:6]=[CH:5][CH:4]=[CH:3][CH:2]=4)([C:17]4[CH:18]=[CH:19][CH:20]=[CH:21][CH:22]=4)[CH:11]3[CH2:12]2)=[O:28])[CH2:34][CH2:33][O:32][CH2:31][CH2:30]1, predict the reactants needed to synthesize it. The reactants are: [C:1]1([C:7]2([C:17]3[CH:22]=[CH:21][CH:20]=[CH:19][CH:18]=3)[CH:11]3[CH2:12][NH:13][CH2:14][CH2:15][N:10]3[C:9](=[O:16])[O:8]2)[CH:6]=[CH:5][CH:4]=[CH:3][CH:2]=1.Br[CH2:24][CH2:25][N:26]=[C:27]=[O:28].[NH:29]1[CH2:34][CH2:33][O:32][CH2:31][CH2:30]1. (6) Given the product [Br:1][C:2]1[N:3]=[C:4]([C@H:12]2[CH2:17][N:16]([C:18]([O:20][C:21]([CH3:24])([CH3:23])[CH3:22])=[O:19])[CH2:15][CH2:14][N:13]2[C:25]([O:27][C:28]([CH3:31])([CH3:30])[CH3:29])=[O:26])[N:5]2[CH:10]=[CH:9][N:8]=[C:7]([NH:43][CH2:42][C:35]3[CH:36]=[CH:37][C:38]([O:40][CH3:41])=[CH:39][C:34]=3[O:33][CH3:32])[C:6]=12, predict the reactants needed to synthesize it. The reactants are: [Br:1][C:2]1[N:3]=[C:4]([C@H:12]2[CH2:17][N:16]([C:18]([O:20][C:21]([CH3:24])([CH3:23])[CH3:22])=[O:19])[CH2:15][CH2:14][N:13]2[C:25]([O:27][C:28]([CH3:31])([CH3:30])[CH3:29])=[O:26])[N:5]2[CH:10]=[CH:9][N:8]=[C:7](Cl)[C:6]=12.[CH3:32][O:33][C:34]1[CH:39]=[C:38]([O:40][CH3:41])[CH:37]=[CH:36][C:35]=1[CH2:42][NH2:43].C(N(C(C)C)C(C)C)C. (7) Given the product [CH3:1][C@H:2]1[C@@H:11]([OH:12])[CH2:10][CH2:9][C:4]2([O:5][CH2:6][CH2:7][O:8]2)[CH2:3]1, predict the reactants needed to synthesize it. The reactants are: [CH3:1][CH:2]1[C:11](=[O:12])[CH2:10][CH2:9][C:4]2([O:8][CH2:7][CH2:6][O:5]2)[CH2:3]1.[Li+].[B-](CC)(CC)CC.